This data is from Forward reaction prediction with 1.9M reactions from USPTO patents (1976-2016). The task is: Predict the product of the given reaction. (1) Given the reactants C[O:2][C:3]1[CH:4]=[C:5]2[C:14](=[CH:15][CH:16]=1)[CH:13]([CH2:17][O:18][CH3:19])[CH:12]([C:20]1[CH:25]=[CH:24][C:23]([O:26]C)=[CH:22][CH:21]=1)[CH:11]1[CH:6]2[CH2:7][CH2:8][CH2:9][CH2:10]1.C([S-])C.[Na+].CN(C=O)C, predict the reaction product. The product is: [OH:26][C:23]1[CH:24]=[CH:25][C:20]([CH:12]2[CH:13]([CH2:17][O:18][CH3:19])[C:14]3[CH:15]=[CH:16][C:3]([OH:2])=[CH:4][C:5]=3[CH:6]3[CH:11]2[CH2:10][CH2:9][CH2:8][CH2:7]3)=[CH:21][CH:22]=1. (2) Given the reactants [CH3:1][O:2][C:3](=[O:14])[C:4]1[CH:9]=[CH:8][C:7]([N+:10]([O-:12])=[O:11])=[CH:6][C:5]=1[NH2:13].C(N(CC)CC)C.[F:22][C:23]([F:35])([F:34])[O:24][C:25]1[CH:33]=[CH:32][C:28]([C:29](Cl)=[O:30])=[CH:27][CH:26]=1, predict the reaction product. The product is: [CH3:1][O:2][C:3](=[O:14])[C:4]1[CH:9]=[CH:8][C:7]([N+:10]([O-:12])=[O:11])=[CH:6][C:5]=1[NH:13][C:29](=[O:30])[C:28]1[CH:32]=[CH:33][C:25]([O:24][C:23]([F:22])([F:34])[F:35])=[CH:26][CH:27]=1. (3) Given the reactants [NH2:1][C:2]1[C:7]([C:8]([O:10][CH2:11][CH3:12])=[O:9])=[C:6]([CH3:13])[N:5]=[C:4]2[S:14][C:15]([Br:18])=[C:16]([CH3:17])[C:3]=12.CC(C)([O-])C.[Na+].[Cl:25][C:26]1[CH:27]=[C:28]([S:32](Cl)(=[O:34])=[O:33])[CH:29]=[CH:30][CH:31]=1, predict the reaction product. The product is: [Br:18][C:15]1[S:14][C:4]2=[N:5][C:6]([CH3:13])=[C:7]([C:8]([O:10][CH2:11][CH3:12])=[O:9])[C:2]([NH:1][S:32]([C:28]3[CH:29]=[CH:30][CH:31]=[C:26]([Cl:25])[CH:27]=3)(=[O:34])=[O:33])=[C:3]2[C:16]=1[CH3:17]. (4) Given the reactants [N+:1]([O-:4])([OH:3])=[O:2].[O:5]=[C:6]([CH2:8][N:9]([C:11](=[NH:13])[NH2:12])[CH3:10])[OH:7].[N+:14]([O-:17])([OH:16])=[O:15].[O:18]=[C:19]([CH2:21][N:22]([C:24](=[NH:26])[NH2:25])[CH3:23])[OH:20], predict the reaction product. The product is: [N+:1]([O-:4])([OH:3])=[O:2].[N+:14]([O-:17])([OH:16])=[O:15].[O:5]=[C:6]([CH2:8][N:9]([C:11](=[NH:12])[NH2:13])[CH3:10])[OH:7].[N+:1]([O-:4])([OH:3])=[O:2].[N+:1]([O-:4])([OH:3])=[O:2].[N+:1]([O-:4])([OH:3])=[O:2].[O:18]=[C:19]([CH2:21][N:22]([C:24](=[NH:25])[NH2:26])[CH3:23])[OH:20]. (5) Given the reactants [C:1]([O:20]CC(CO)O)(=[O:19])[CH2:2][CH2:3][CH2:4][CH2:5][CH2:6][CH2:7][CH2:8][CH2:9][CH2:10][CH2:11][CH2:12][CH2:13][CH2:14][CH2:15][CH2:16][CH2:17][CH3:18].C([O-])(=O)CCCCCCCCCCCCCCCCC, predict the reaction product. The product is: [C:1]([OH:20])(=[O:19])[CH2:2][CH2:3][CH2:4][CH2:5][CH2:6][CH2:7][CH2:8][CH2:9][CH2:10][CH2:11][CH2:12][CH2:13][CH2:14][CH2:15][CH2:16][CH2:17][CH3:18]. (6) Given the reactants [H-].[Na+].[Cl:3][C:4]1[CH:11]=[CH:10][C:7]([C:8]#[N:9])=[C:6](F)[CH:5]=1.[OH:13][C:14]1[CH:15]=[C:16]([CH:19]=[C:20]([OH:22])[CH:21]=1)[CH:17]=[O:18].Cl, predict the reaction product. The product is: [Cl:3][C:4]1[CH:11]=[CH:10][C:7]([C:8]#[N:9])=[C:6]([O:13][C:14]2[CH:21]=[C:20]([OH:22])[CH:19]=[C:16]([CH:17]=[O:18])[CH:15]=2)[CH:5]=1. (7) Given the reactants Cl.[CH3:2][O:3][C:4]1[CH:9]=[CH:8][C:7]([NH:10][NH2:11])=[CH:6][CH:5]=1.C(=O)(O)[O-].[Na+].[C:17]1([N:23]2[C:27](=[O:28])[CH:26]([C:29](=O)[CH2:30][C:31](=O)[CH3:32])[C:25]([CH3:35])=[N:24]2)[CH:22]=[CH:21][CH:20]=[CH:19][CH:18]=1, predict the reaction product. The product is: [CH3:2][O:3][C:4]1[CH:9]=[CH:8][C:7]([N:10]2[C:29]([C:26]3[C:25]([CH3:35])=[N:24][N:23]([C:17]4[CH:22]=[CH:21][CH:20]=[CH:19][CH:18]=4)[C:27]=3[OH:28])=[CH:30][C:31]([CH3:32])=[N:11]2)=[CH:6][CH:5]=1.